From a dataset of Reaction yield outcomes from USPTO patents with 853,638 reactions. Predict the reaction yield, written as a fraction of the theoretical maximum amount of product (1.0 means a 100% yield; for example, 0.34 means a 34% yield). (1) The reactants are [CH3:1][O:2][C:3]1[CH:4]=[C:5]([CH2:11][C:12]#[N:13])[CH:6]=[CH:7][C:8]=1[O:9][CH3:10].[O:14]=[C:15]1[CH2:19][CH2:18][CH2:17][N:16]1[CH2:20][C:21](OC)=[O:22].[O-]CC.[Na+]. The catalyst is C(O)C. The product is [CH3:1][O:2][C:3]1[CH:4]=[C:5]([CH:11]([C:21](=[O:22])[CH2:20][N:16]2[CH2:17][CH2:18][CH2:19][C:15]2=[O:14])[C:12]#[N:13])[CH:6]=[CH:7][C:8]=1[O:9][CH3:10]. The yield is 0.250. (2) The reactants are [N:1]1[CH:6]=[CH:5][C:4]([CH:7]2[NH:19][C:17]3[C:18]4[C:9](=[N:10][NH:11][C:12](=[O:20])[C:13]=4[CH:14]=[CH:15][CH:16]=3)[CH:8]2[C:21]2[CH:26]=[CH:25][N:24]=[CH:23][CH:22]=2)=[CH:3][CH:2]=1. The catalyst is [Pt](=O)=O. The product is [NH:24]1[CH2:25][CH2:26][CH:21]([CH:8]2[C:9]3=[N:10][NH:11][C:12](=[O:20])[C:13]4[CH:14]=[CH:15][CH:16]=[C:17]([C:18]=43)[NH:19][CH:7]2[C:4]2[CH:3]=[CH:2][N:1]=[CH:6][CH:5]=2)[CH2:22][CH2:23]1. The yield is 0.160.